Task: Binary Classification. Given a miRNA mature sequence and a target amino acid sequence, predict their likelihood of interaction.. Dataset: Experimentally validated miRNA-target interactions with 360,000+ pairs, plus equal number of negative samples The miRNA is hsa-miR-1270 with sequence CUGGAGAUAUGGAAGAGCUGUGU. The protein sequence of the target gene is MNPQREAAPKSYAIRDSRQMVWVLSGNSLIAAPLSRSIKPVTLHLIACRDTEFSDKEKGNMVYLGIKGKDLCLFCAEIQGKPTLQLKLQGSQDNIGKDTCWKLVGIHTCINLDVRESCFMGTLDQWGIGVGRKKWKSSFQHHHLRKKDKDFSSMRTNIGMPGRM. Result: 0 (no interaction).